This data is from NCI-60 drug combinations with 297,098 pairs across 59 cell lines. The task is: Regression. Given two drug SMILES strings and cell line genomic features, predict the synergy score measuring deviation from expected non-interaction effect. (1) Drug 1: CC1OCC2C(O1)C(C(C(O2)OC3C4COC(=O)C4C(C5=CC6=C(C=C35)OCO6)C7=CC(=C(C(=C7)OC)O)OC)O)O. Drug 2: CC12CCC3C(C1CCC2O)C(CC4=C3C=CC(=C4)O)CCCCCCCCCS(=O)CCCC(C(F)(F)F)(F)F. Cell line: CAKI-1. Synergy scores: CSS=41.8, Synergy_ZIP=-3.92, Synergy_Bliss=-6.23, Synergy_Loewe=-8.81, Synergy_HSA=-3.68. (2) Drug 1: CC1=C2C(C(=O)C3(C(CC4C(C3C(C(C2(C)C)(CC1OC(=O)C(C(C5=CC=CC=C5)NC(=O)OC(C)(C)C)O)O)OC(=O)C6=CC=CC=C6)(CO4)OC(=O)C)OC)C)OC. Drug 2: C1=CC=C(C(=C1)C(C2=CC=C(C=C2)Cl)C(Cl)Cl)Cl. Cell line: IGROV1. Synergy scores: CSS=24.0, Synergy_ZIP=-1.74, Synergy_Bliss=-4.67, Synergy_Loewe=-31.0, Synergy_HSA=-4.75.